Dataset: Catalyst prediction with 721,799 reactions and 888 catalyst types from USPTO. Task: Predict which catalyst facilitates the given reaction. Reactant: [CH3:1][C:2]1[CH:7]=[CH:6][C:5]([C:8]2[O:12][N:11]=[CH:10][C:9]=2[C:13](Cl)=[O:14])=[CH:4][CH:3]=1.[NH:16]1[CH2:20][CH2:19][CH:18]([C:21]2[CH:22]=[N:23][CH:24]=[CH:25][CH:26]=2)[CH2:17]1. Product: [CH3:1][C:2]1[CH:7]=[CH:6][C:5]([C:8]2[O:12][N:11]=[CH:10][C:9]=2[C:13]([N:16]2[CH2:20][CH2:19][CH:18]([C:21]3[CH:22]=[N:23][CH:24]=[CH:25][CH:26]=3)[CH2:17]2)=[O:14])=[CH:4][CH:3]=1. The catalyst class is: 4.